This data is from Forward reaction prediction with 1.9M reactions from USPTO patents (1976-2016). The task is: Predict the product of the given reaction. (1) Given the reactants [CH3:1][C:2]1[C:6]2[CH:7]=[N:8][CH:9]=[CH:10][C:5]=2[N:4]([NH2:11])[CH:3]=1.[F:12][C:13]1[CH:14]=[C:15]([C:19]2[N:24]=[C:23]([CH3:25])[C:22]([C:26](O)=[O:27])=[CH:21][N:20]=2)[CH:16]=[CH:17][CH:18]=1.CN(C(ON1N=NC2C=CC=NC1=2)=[N+](C)C)C.F[P-](F)(F)(F)(F)F.CCN(C(C)C)C(C)C.C([O-])(O)=O.[Na+], predict the reaction product. The product is: [CH3:1][C:2]1[C:6]2[CH:7]=[N:8][CH:9]=[CH:10][C:5]=2[N:4]([NH:11][C:26]([C:22]2[C:23]([CH3:25])=[N:24][C:19]([C:15]3[CH:16]=[CH:17][CH:18]=[C:13]([F:12])[CH:14]=3)=[N:20][CH:21]=2)=[O:27])[CH:3]=1. (2) Given the reactants [CH3:1][S:2](Cl)(=[O:4])=[O:3].[C:6]([N:13]1[CH2:18][CH2:17][CH:16]([OH:19])[CH2:15][CH2:14]1)([O:8][C:9]([CH3:12])([CH3:11])[CH3:10])=[O:7].CCN(CC)CC, predict the reaction product. The product is: [C:6]([N:13]1[CH2:18][CH2:17][CH:16]([O:19][S:2]([CH3:1])(=[O:4])=[O:3])[CH2:15][CH2:14]1)([O:8][C:9]([CH3:12])([CH3:11])[CH3:10])=[O:7]. (3) Given the reactants [NH2:1][C@@H:2]1[C:8](=[O:9])[N:7]([CH3:10])[C:6]2[CH:11]=[CH:12][CH:13]=[C:14]([Cl:15])[C:5]=2[O:4][CH2:3]1.[CH3:16][CH:17]([C:21]([NH:23][CH2:24][C:25]([F:31])([F:30])[C:26]([F:29])([F:28])[F:27])=[O:22])[C:18](O)=[O:19], predict the reaction product. The product is: [Cl:15][C:14]1[C:5]2[O:4][CH2:3][C@H:2]([NH:1][C:18](=[O:19])[CH:17]([CH3:16])[C:21]([NH:23][CH2:24][C:25]([F:30])([F:31])[C:26]([F:27])([F:28])[F:29])=[O:22])[C:8](=[O:9])[N:7]([CH3:10])[C:6]=2[CH:11]=[CH:12][CH:13]=1. (4) The product is: [ClH:44].[F:41][C:2]([F:1])([F:40])[C:3]1[CH:4]=[C:5]([CH:30]=[CH:31][C:32]=1[O:33][C@@H:34]([CH3:39])[C:35]([F:36])([F:37])[F:38])[CH2:6][O:7][C:8]1[CH:17]=[C:16]2[C:11]([CH:12]=[C:13]([CH2:18][N:19]3[CH2:24][CH2:23][CH2:22][C@@H:21]([C:25]([OH:27])=[O:26])[CH2:20]3)[CH2:14][O:15]2)=[CH:10][CH:9]=1. Given the reactants [F:1][C:2]([F:41])([F:40])[C:3]1[CH:4]=[C:5]([CH:30]=[CH:31][C:32]=1[O:33][C@@H:34]([CH3:39])[C:35]([F:38])([F:37])[F:36])[CH2:6][O:7][C:8]1[CH:17]=[C:16]2[C:11]([CH:12]=[C:13]([CH2:18][N:19]3[CH2:24][CH2:23][CH2:22][C@@H:21]([C:25]([O:27]CC)=[O:26])[CH2:20]3)[CH2:14][O:15]2)=[CH:10][CH:9]=1.[OH-].[Na+].[ClH:44].Cl.O1CCOCC1, predict the reaction product.